The task is: Regression/Classification. Given a drug SMILES string, predict its absorption, distribution, metabolism, or excretion properties. Task type varies by dataset: regression for continuous measurements (e.g., permeability, clearance, half-life) or binary classification for categorical outcomes (e.g., BBB penetration, CYP inhibition). Dataset: cyp2c9_veith.. This data is from CYP2C9 inhibition data for predicting drug metabolism from PubChem BioAssay. The compound is COC(=O)[C@@]1(Cc2ccc(OC)cc2)[C@H]2c3cc(C(=O)N4CCCC4)n(CCc4ccccn4)c3C[C@H]2CN1C(=O)c1ccccc1. The result is 1 (inhibitor).